Dataset: Reaction yield outcomes from USPTO patents with 853,638 reactions. Task: Predict the reaction yield, written as a fraction of the theoretical maximum amount of product (1.0 means a 100% yield; for example, 0.34 means a 34% yield). (1) The reactants are [F:1][C:2]1([F:17])[CH2:6][CH2:5][C@@H:4]([C:7]([O:9]CC2C=CC=CC=2)=[O:8])[CH2:3]1.[Li+].[OH-].O. The catalyst is CO. The product is [F:1][C:2]1([F:17])[CH2:6][CH2:5][C@@H:4]([C:7]([OH:9])=[O:8])[CH2:3]1. The yield is 0.810. (2) The reactants are [Cl:1][C:2]1[CH:3]=[C:4]([C:8]#[CH:9])[CH:5]=[CH:6][CH:7]=1.[CH2:10]([O:12][C:13]([N:15]1[CH2:20][CH2:19][NH:18][CH2:17][CH2:16]1)=[O:14])[CH3:11].[CH:21](=O)[CH2:22][CH:23]([CH3:25])[CH3:24]. The catalyst is [Au](Br)(Br)Br. The product is [CH2:10]([O:12][C:13]([N:15]1[CH2:16][CH2:17][N:18]([CH:21]([C:9]#[C:8][C:4]2[CH:5]=[CH:6][CH:7]=[C:2]([Cl:1])[CH:3]=2)[CH2:22][CH:23]([CH3:25])[CH3:24])[CH2:19][CH2:20]1)=[O:14])[CH3:11]. The yield is 0.230. (3) The reactants are [NH2:1][C:2]1[CH:7]=[C:6]([O:8][C:9]2[CH:14]=[CH:13][C:12]([N+:15]([O-:17])=[O:16])=[CH:11][C:10]=2[F:18])[CH:5]=[CH:4][N:3]=1.Cl[C:20](OC1C=CC=CC=1)=[O:21].[OH:29][CH:30]1[CH2:35][CH2:34][NH:33][CH2:32][CH2:31]1.[Cl-].[NH4+]. The catalyst is O1CCCC1.CN(C)C=O.C(N(CC)CC)C. The product is [F:18][C:10]1[CH:11]=[C:12]([N+:15]([O-:17])=[O:16])[CH:13]=[CH:14][C:9]=1[O:8][C:6]1[CH:5]=[CH:4][N:3]=[C:2]([NH:1][C:20]([N:33]2[CH2:34][CH2:35][CH:30]([OH:29])[CH2:31][CH2:32]2)=[O:21])[CH:7]=1. The yield is 0.900.